Dataset: Reaction yield outcomes from USPTO patents with 853,638 reactions. Task: Predict the reaction yield, written as a fraction of the theoretical maximum amount of product (1.0 means a 100% yield; for example, 0.34 means a 34% yield). (1) The reactants are [C:1]([C:5]1[CH:11]=[CH:10][C:8]([NH2:9])=[CH:7][CH:6]=1)([CH3:4])([CH3:3])[CH3:2].[F:12][B-:13]([F:16])([F:15])[F:14].[N:17]#[O+].[K+].[Br-]. The catalyst is C(#N)C.C(Cl)Cl. The product is [F:12][B-:13]([F:16])([F:15])[F:14].[C:1]([C:5]1[CH:6]=[CH:7][C:8]([N+:9]#[N:17])=[CH:10][CH:11]=1)([CH3:4])([CH3:2])[CH3:3]. The yield is 0.780. (2) The reactants are [NH2:1][CH2:2][CH:3]([NH:5][C:6](=[O:28])[CH2:7][CH2:8]/[CH:9]=[CH:10]\[CH2:11]/[CH:12]=[CH:13]\[CH2:14]/[CH:15]=[CH:16]\[CH2:17]/[CH:18]=[CH:19]\[CH2:20]/[CH:21]=[CH:22]\[CH2:23]/[CH:24]=[CH:25]\[CH2:26][CH3:27])[CH3:4].[OH:29][C:30]1[CH:38]=[CH:37][CH:36]=[CH:35][C:31]=1[C:32](O)=[O:33].N1C=CN=C1.C1CCC(N=C=NC2CCCCC2)CC1. The catalyst is CCOC(C)=O. The product is [C:6]([NH:5][CH:3]([CH3:4])[CH2:2][NH:1][C:32](=[O:33])[C:31]1[CH:35]=[CH:36][CH:37]=[CH:38][C:30]=1[OH:29])(=[O:28])[CH2:7][CH2:8]/[CH:9]=[CH:10]\[CH2:11]/[CH:12]=[CH:13]\[CH2:14]/[CH:15]=[CH:16]\[CH2:17]/[CH:18]=[CH:19]\[CH2:20]/[CH:21]=[CH:22]\[CH2:23]/[CH:24]=[CH:25]\[CH2:26][CH3:27]. The yield is 0.505. (3) The product is [OH:8][C:7]1[N:6]=[C:4]([OH:5])[C:3]2[CH2:15][O:10][C:1](=[O:11])[C:2]=2[N:9]=1. The yield is 0.770. The reactants are [C:1]([OH:11])(=[O:10])[C:2]1[NH:9][C:7](=[O:8])[NH:6][C:4](=[O:5])[CH:3]=1.C=O.Cl.[CH2:15](O)CO. The catalyst is O. (4) The reactants are CS([O:5][CH2:6][CH2:7][CH2:8][C:9]1([OH:12])[CH2:11][CH2:10]1)(=O)=O.[F:13][C:14]1[CH:15]=[C:16]([NH:32][C:33]([C:35]2[C:36](=[O:48])[N:37]([C:42]3[CH:47]=[CH:46][CH:45]=[CH:44][CH:43]=3)[N:38]([CH3:41])[C:39]=2[CH3:40])=[O:34])[CH:17]=[CH:18][C:19]=1[O:20][C:21]1[C:30]2[C:25](=[CH:26][C:27](O)=[CH:28][CH:29]=2)[N:24]=[CH:23][CH:22]=1.C(=O)([O-])[O-].[Cs+].[Cs+]. The catalyst is CN(C)C(=O)C.O. The product is [F:13][C:14]1[CH:15]=[C:16]([NH:32][C:33]([C:35]2[C:36](=[O:48])[N:37]([C:42]3[CH:47]=[CH:46][CH:45]=[CH:44][CH:43]=3)[N:38]([CH3:41])[C:39]=2[CH3:40])=[O:34])[CH:17]=[CH:18][C:19]=1[O:20][C:21]1[C:30]2[C:25](=[CH:26][C:27]([O:5][CH2:6][CH2:7][CH2:8][C:9]3([OH:12])[CH2:11][CH2:10]3)=[CH:28][CH:29]=2)[N:24]=[CH:23][CH:22]=1. The yield is 0.190. (5) The reactants are [NH2:1][C@H:2]([CH2:20][C:21]1[CH:26]=[CH:25][CH:24]=[CH:23][CH:22]=1)[C:3]([NH:5][CH2:6][CH:7]([C:14]1[CH:19]=[CH:18][CH:17]=[CH:16][CH:15]=1)[C:8]1[CH:13]=[CH:12][CH:11]=[CH:10][CH:9]=1)=[O:4].[N+:27]([C:30]1[CH:35]=[CH:34][CH:33]=[CH:32][C:31]=1[S:36](Cl)(=[O:38])=[O:37])([O-:29])=[O:28].C(N(CC)CC)C. The catalyst is C(Cl)Cl. The product is [C:14]1([CH:7]([C:8]2[CH:13]=[CH:12][CH:11]=[CH:10][CH:9]=2)[CH2:6][NH:5][C:3](=[O:4])[C@H:2]([NH:1][S:36]([C:31]2[CH:32]=[CH:33][CH:34]=[CH:35][C:30]=2[N+:27]([O-:29])=[O:28])(=[O:37])=[O:38])[CH2:20][C:21]2[CH:22]=[CH:23][CH:24]=[CH:25][CH:26]=2)[CH:15]=[CH:16][CH:17]=[CH:18][CH:19]=1. The yield is 0.740. (6) The reactants are [C:1]([CH:5]1[CH2:13][C:12]2[C:7](=[CH:8][CH:9]=[C:10]([NH:14][C:15]([C:17]3([C:20]4[CH:30]=[CH:29][C:23]5[O:24][C:25]([F:28])([F:27])[O:26][C:22]=5[CH:21]=4)[CH2:19][CH2:18]3)=[O:16])[CH:11]=2)[N:6]1[CH2:31][CH2:32]Cl)([CH3:4])([CH3:3])[CH3:2].[C-:34]#[N:35].[Na+].O. The catalyst is CCO. The product is [C:1]([CH:5]1[CH2:13][C:12]2[C:7](=[CH:8][CH:9]=[C:10]([NH:14][C:15]([C:17]3([C:20]4[CH:30]=[CH:29][C:23]5[O:24][C:25]([F:28])([F:27])[O:26][C:22]=5[CH:21]=4)[CH2:19][CH2:18]3)=[O:16])[CH:11]=2)[N:6]1[CH2:31][CH2:32][C:34]#[N:35])([CH3:4])([CH3:3])[CH3:2]. The yield is 0.480.